From a dataset of CYP2D6 inhibition data for predicting drug metabolism from PubChem BioAssay. Regression/Classification. Given a drug SMILES string, predict its absorption, distribution, metabolism, or excretion properties. Task type varies by dataset: regression for continuous measurements (e.g., permeability, clearance, half-life) or binary classification for categorical outcomes (e.g., BBB penetration, CYP inhibition). Dataset: cyp2d6_veith. (1) The compound is CN1N=C(N)c2cn([C@H]3O[C@@H](CO)[C@@H](O)[C@@H]3O)c3ncnc1c23. The result is 0 (non-inhibitor). (2) The drug is CCCCc1ccc(NC(=S)NCc2cccs2)cc1. The result is 1 (inhibitor).